Dataset: Full USPTO retrosynthesis dataset with 1.9M reactions from patents (1976-2016). Task: Predict the reactants needed to synthesize the given product. (1) Given the product [CH3:1][C@@H:68]1[C@@H:67]([CH2:66][OH:65])[O:90][C@@H:71]([O:72][C:73]2[CH:78]=[C:77]([CH2:79][OH:80])[CH:76]=[CH:75][C:74]=2[CH2:81][C:82]2[CH:87]=[CH:86][C:85]([CH2:88][CH3:89])=[CH:84][CH:83]=2)[C@H:70]([OH:91])[C@H:69]1[OH:92], predict the reactants needed to synthesize it. The reactants are: [CH3:1][C@@H]1[C@@H](COC(=O)C2C=CC=CC=2)O[C@@H](OC2C=C(OC(=O)C)C=CC=2CC2C=CC(CC)=CC=2)[C@H](OC(=O)C2C=CC=CC=2)[C@H]1OC(=O)C1C=CC=CC=1.C(=O)([O-])[O-].[K+].[K+].CO.C[O:65][CH2:66][C@H:67]1[O:90][C@@H:71]([O:72][C:73]2[CH:78]=[C:77]([CH2:79][OH:80])[CH:76]=[CH:75][C:74]=2[CH2:81][C:82]2[CH:87]=[CH:86][C:85]([CH2:88][CH3:89])=[CH:84][CH:83]=2)[C@H:70]([OH:91])[C@@H:69]([OH:92])[C@@H:68]1O. (2) Given the product [CH3:15][N:12]1[C:13](=[O:14])/[C:9](=[C:4](\[NH:28][CH2:27][C:22]2[CH:23]=[CH:24][CH:25]=[CH:26][N:21]=2)/[CH2:5][CH2:6][CH2:7][CH3:8])/[C:10]([CH2:16][C:17]([O:19][CH3:20])=[O:18])=[N:11]1, predict the reactants needed to synthesize it. The reactants are: C(O/[C:4](=[C:9]1/[C:10]([CH2:16][C:17]([O:19][CH3:20])=[O:18])=[N:11][N:12]([CH3:15])[C:13]/1=[O:14])/[CH2:5][CH2:6][CH2:7][CH3:8])C.[N:21]1[CH:26]=[CH:25][CH:24]=[CH:23][C:22]=1[CH2:27][NH2:28]. (3) Given the product [Cl:15][C:9]1[CH:8]=[C:7]2[C:12](=[CH:11][CH:10]=1)[N:4]([CH2:1][CH2:2][CH3:3])[C:5](=[O:14])[C:6]2=[O:13], predict the reactants needed to synthesize it. The reactants are: [CH2:1]([N:4]1[C:12]2[C:7](=[CH:8][CH:9]=[CH:10][CH:11]=2)[C:6](=[O:13])[C:5]1=[O:14])[CH2:2][CH3:3].[Cl:15]C1C=C2C(=CC=1)NC(=O)C2=O.BrCCC.